From a dataset of Catalyst prediction with 721,799 reactions and 888 catalyst types from USPTO. Predict which catalyst facilitates the given reaction. (1) Reactant: [NH:1]1[CH:5]=[C:4]([C:6]2[C:7]3[CH:14]=[CH:13][N:12]([CH2:15][O:16][CH2:17][CH2:18][Si:19]([CH3:22])([CH3:21])[CH3:20])[C:8]=3[N:9]=[CH:10][N:11]=2)[CH:3]=[N:2]1.CN(C)C=O.[H-].[Na+].Br[CH:31]([CH2:37][CH3:38])[C:32]([O:34][CH2:35][CH3:36])=[O:33]. Product: [CH3:20][Si:19]([CH3:22])([CH3:21])[CH2:18][CH2:17][O:16][CH2:15][N:12]1[C:8]2[N:9]=[CH:10][N:11]=[C:6]([C:4]3[CH:5]=[N:1][N:2]([CH:31]([CH2:37][CH3:38])[C:32]([O:34][CH2:35][CH3:36])=[O:33])[CH:3]=3)[C:7]=2[CH:14]=[CH:13]1. The catalyst class is: 69. (2) Reactant: [Si:1]([O:8][CH:9]1[C:13]2([CH2:15][CH2:14]2)[C:12](=[O:16])[NH:11][C@H:10]1[CH2:17][CH3:18])([C:4]([CH3:7])([CH3:6])[CH3:5])([CH3:3])[CH3:2].I[C:20]1[CH:27]=[CH:26][C:23]([C:24]#[N:25])=[C:22]([C:28]([F:31])([F:30])[F:29])[CH:21]=1.C(=O)([O-])[O-].[Cs+].[Cs+].C1(P(C2C=CC=CC=2)C2C3OC4C(=CC=CC=4P(C4C=CC=CC=4)C4C=CC=CC=4)C(C)(C)C=3C=CC=2)C=CC=CC=1. Product: [Si:1]([O:8][C@@H:9]1[C:13]2([CH2:14][CH2:15]2)[C:12](=[O:16])[N:11]([C:20]2[CH:27]=[CH:26][C:23]([C:24]#[N:25])=[C:22]([C:28]([F:29])([F:31])[F:30])[CH:21]=2)[C@H:10]1[CH2:17][CH3:18])([C:4]([CH3:7])([CH3:6])[CH3:5])([CH3:2])[CH3:3]. The catalyst class is: 110. (3) Reactant: [CH3:1][CH:2]([NH:4][CH2:5]/[CH:6]=[CH:7]\[C:8]1[CH:13]=[C:12]([F:14])[CH:11]=[CH:10][C:9]=1[S:15]([NH:18][C:19]1[C:28]([C:29]([O:31]C)=[O:30])=[C:27]2[C:22]([CH:23]3[CH2:33][CH:24]3[CH2:25][O:26]2)=[CH:21][CH:20]=1)(=[O:17])=[O:16])[CH3:3].O.[OH-].[Li+]. Product: [CH3:3][CH:2]([NH:4][CH2:5]/[CH:6]=[CH:7]\[C:8]1[CH:13]=[C:12]([F:14])[CH:11]=[CH:10][C:9]=1[S:15]([NH:18][C:19]1[C:28]([C:29]([OH:31])=[O:30])=[C:27]2[C:22]([CH:23]3[CH2:33][CH:24]3[CH2:25][O:26]2)=[CH:21][CH:20]=1)(=[O:17])=[O:16])[CH3:1]. The catalyst class is: 38. (4) Reactant: [Cl:1][C:2]1[CH:7]=[C:6]([Cl:8])[CH:5]=[CH:4][C:3]=1[CH2:9][CH2:10][O:11][C:12]1[CH:13]=[C:14]([CH:18]=[CH:19][C:20]=1[O:21][CH3:22])[C:15]([OH:17])=O.[B-](F)(F)(F)F.CCOC(C(C#N)=NOC(N(C)C)=[N+](C)C)=O.[C:45]([N:52]1[CH2:57][CH2:56][CH:55]([NH2:58])[CH2:54][CH2:53]1)([O:47][C:48]([CH3:51])([CH3:50])[CH3:49])=[O:46].C([O-])(O)=O.[Na+]. Product: [C:48]([O:47][C:45]([N:52]1[CH2:57][CH2:56][CH:55]([NH:58][C:15](=[O:17])[C:14]2[CH:18]=[CH:19][C:20]([O:21][CH3:22])=[C:12]([O:11][CH2:10][CH2:9][C:3]3[CH:4]=[CH:5][C:6]([Cl:8])=[CH:7][C:2]=3[Cl:1])[CH:13]=2)[CH2:54][CH2:53]1)=[O:46])([CH3:51])([CH3:49])[CH3:50]. The catalyst class is: 2. (5) Reactant: C(OC(=O)[NH:7][CH2:8][CH:9]1[C:18]2[C:13](=[CH:14][C:15]([NH:19][S:20]([C:23]3[CH:28]=[CH:27][CH:26]=[C:25]([F:29])[CH:24]=3)(=[O:22])=[O:21])=[CH:16][CH:17]=2)[CH2:12][CH2:11][CH2:10]1)(C)(C)C.[C:31](=O)([O-])[O-].[K+].[K+].IC. Product: [NH2:7][CH2:8][CH:9]1[CH2:10][CH2:11][CH2:12][C:13]2[CH:14]=[C:15]([N:19]([CH3:31])[S:20]([C:23]3[CH:28]=[CH:27][CH:26]=[C:25]([F:29])[CH:24]=3)(=[O:22])=[O:21])[CH:16]=[CH:17][C:18]1=2. The catalyst class is: 18. (6) Reactant: [Cl:1][C:2]1[CH:3]=[C:4]2[C:9](=[CH:10][CH:11]=1)[NH:8][CH:7]([C:12]1[CH:13]=[C:14]([NH2:18])[CH:15]=[CH:16][CH:17]=1)[CH2:6][C:5]2([CH3:20])[CH3:19].[CH3:21][C:22]1[CH:27]=[CH:26][C:25]([S:28](Cl)(=[O:30])=[O:29])=[CH:24][CH:23]=1. Product: [Cl:1][C:2]1[CH:3]=[C:4]2[C:9](=[CH:10][CH:11]=1)[NH:8][CH:7]([C:12]1[CH:13]=[C:14]([NH:18][S:28]([C:25]3[CH:26]=[CH:27][C:22]([CH3:21])=[CH:23][CH:24]=3)(=[O:30])=[O:29])[CH:15]=[CH:16][CH:17]=1)[CH2:6][C:5]2([CH3:20])[CH3:19]. The catalyst class is: 17. (7) Reactant: Cl[C:2]1[CH:7]=[C:6]([C:8]([F:11])([F:10])[F:9])[CH:5]=[C:4]([N:12]2[CH2:16][CH2:15][CH2:14][CH:13]2[C:17]2[CH:22]=[CH:21][C:20]([CH3:23])=[CH:19][CH:18]=2)[N:3]=1.[NH2:24][C:25]1[S:26][C:27]([C:30]#[N:31])=[CH:28][N:29]=1.CC(C1C=C(C(C)C)C(C2C=CC=CC=2P(C2CCCCC2)C2CCCCC2)=C(C(C)C)C=1)C.P([O-])([O-])([O-])=O.[K+].[K+].[K+]. Product: [CH3:23][C:20]1[CH:21]=[CH:22][C:17]([CH:13]2[CH2:14][CH2:15][CH2:16][N:12]2[C:4]2[N:3]=[C:2]([NH:24][C:25]3[S:26][C:27]([C:30]#[N:31])=[CH:28][N:29]=3)[CH:7]=[C:6]([C:8]([F:11])([F:10])[F:9])[CH:5]=2)=[CH:18][CH:19]=1. The catalyst class is: 102. (8) Reactant: [CH3:1][S:2]([C:5]1[CH:10]=[CH:9][C:8]([C:11]2[N:12]=[CH:13][C:14]([OH:17])=[N:15][CH:16]=2)=[CH:7][CH:6]=1)(=[O:4])=[O:3].CS(O[CH2:23][CH:24]1[CH2:29][CH2:28][N:27]([C:30]2[N:35]=[CH:34][C:33]([F:36])=[CH:32][N:31]=2)[CH2:26][CH2:25]1)(=O)=O.C([O-])([O-])=O.[K+].[K+].O. Product: [F:36][C:33]1[CH:32]=[N:31][C:30]([N:27]2[CH2:28][CH2:29][CH:24]([CH2:23][O:17][C:14]3[CH:13]=[N:12][C:11]([C:8]4[CH:7]=[CH:6][C:5]([S:2]([CH3:1])(=[O:3])=[O:4])=[CH:10][CH:9]=4)=[CH:16][N:15]=3)[CH2:25][CH2:26]2)=[N:35][CH:34]=1. The catalyst class is: 3. (9) Reactant: [C:1]([NH:4][C:5]1[C:19]([N+:20]([O-])=O)=[CH:18][CH:17]=[CH:16][C:6]=1[O:7][CH2:8][CH2:9][CH2:10][C:11]([O:13][CH2:14][CH3:15])=[O:12])(=[O:3])[CH3:2].O1CCCC1.[H][H]. Product: [C:1]([NH:4][C:5]1[C:19]([NH2:20])=[CH:18][CH:17]=[CH:16][C:6]=1[O:7][CH2:8][CH2:9][CH2:10][C:11]([O:13][CH2:14][CH3:15])=[O:12])(=[O:3])[CH3:2]. The catalyst class is: 63.